This data is from Full USPTO retrosynthesis dataset with 1.9M reactions from patents (1976-2016). The task is: Predict the reactants needed to synthesize the given product. Given the product [CH:24]([NH:27][C:15]([C:12]1[N:13]=[N:14][C:9]([O:8][CH2:7][C:6]2[N:2]([CH3:1])[N:3]=[N:4][C:5]=2[C:18]2[CH:23]=[CH:22][CH:21]=[CH:20][N:19]=2)=[CH:10][CH:11]=1)=[O:17])([CH3:26])[CH3:25], predict the reactants needed to synthesize it. The reactants are: [CH3:1][N:2]1[C:6]([CH2:7][O:8][C:9]2[N:14]=[N:13][C:12]([C:15]([OH:17])=O)=[CH:11][CH:10]=2)=[C:5]([C:18]2[CH:23]=[CH:22][CH:21]=[CH:20][N:19]=2)[N:4]=[N:3]1.[CH:24]([NH2:27])([CH3:26])[CH3:25].